Dataset: Forward reaction prediction with 1.9M reactions from USPTO patents (1976-2016). Task: Predict the product of the given reaction. (1) The product is: [Br:18][CH2:15][C:4]1[CH:5]=[C:6]([O:8][C:9]2[CH:14]=[CH:13][CH:12]=[CH:11][CH:10]=2)[CH:7]=[C:2]([F:1])[CH:3]=1. Given the reactants [F:1][C:2]1[CH:3]=[C:4]([CH2:15]O)[CH:5]=[C:6]([O:8][C:9]2[CH:14]=[CH:13][CH:12]=[CH:11][CH:10]=2)[CH:7]=1.C(Br)(Br)(Br)[Br:18].C1C=CC(P(C2C=CC=CC=2)C2C=CC=CC=2)=CC=1, predict the reaction product. (2) Given the reactants [C:1]1([C:7]2[CH:11]=[C:10]([NH:12][C:13](=[O:44])[O:14][CH2:15][C@@H:16]([N:30]([CH3:43])[C:31]([NH:33][CH2:34][C:35]3[CH:40]=[CH:39][CH:38]=[C:37]([F:41])[C:36]=3[Cl:42])=[O:32])[CH2:17][C@@H:18]([OH:29])[CH2:19][O:20][P:21]([O:26]CC)([O:23]CC)=[O:22])[O:9][N:8]=2)[CH:6]=[CH:5][CH:4]=[CH:3][CH:2]=1.[Si](I)(C)(C)C, predict the reaction product. The product is: [C:1]1([C:7]2[CH:11]=[C:10]([NH:12][C:13](=[O:44])[O:14][CH2:15][C@@H:16]([N:30]([CH3:43])[C:31]([NH:33][CH2:34][C:35]3[CH:40]=[CH:39][CH:38]=[C:37]([F:41])[C:36]=3[Cl:42])=[O:32])[CH2:17][C@@H:18]([OH:29])[CH2:19][O:20][P:21]([OH:26])([OH:23])=[O:22])[O:9][N:8]=2)[CH:2]=[CH:3][CH:4]=[CH:5][CH:6]=1. (3) The product is: [N:18]1([CH2:23][CH2:24][NH:25][C:26]([C:28]2[C:32]([CH3:33])=[C:31]([CH:34]=[C:10]3[C:9]4[C:13](=[CH:14][CH:15]=[CH:16][C:8]=4[C:4]4[CH:5]=[CH:6][CH:7]=[C:2]([Br:1])[CH:3]=4)[NH:12][C:11]3=[O:17])[NH:30][C:29]=2[CH3:36])=[O:27])[CH:22]=[CH:21][N:20]=[N:19]1. Given the reactants [Br:1][C:2]1[CH:3]=[C:4]([C:8]2[CH:16]=[CH:15][CH:14]=[C:13]3[C:9]=2[CH2:10][C:11](=[O:17])[NH:12]3)[CH:5]=[CH:6][CH:7]=1.[N:18]1([CH2:23][CH2:24][NH:25][C:26]([C:28]2[C:32]([CH3:33])=[C:31]([CH:34]=O)[NH:30][C:29]=2[CH3:36])=[O:27])[CH:22]=[CH:21][N:20]=[N:19]1, predict the reaction product. (4) Given the reactants [Mg].[CH2:2](Br)[CH2:3][CH2:4][CH2:5][CH2:6][CH2:7][CH2:8][CH2:9]/[CH:10]=[CH:11]\[CH2:12]/[CH:13]=[CH:14]\[CH2:15][CH2:16][CH2:17][CH2:18][CH3:19].[CH2:21]([O:39][CH:40]1[CH2:44][CH2:43][O:42][C:41]1=[O:45])[CH2:22][CH2:23][CH2:24][CH2:25][CH2:26][CH2:27][CH2:28]/[CH:29]=[CH:30]\[CH2:31]/[CH:32]=[CH:33]\[CH2:34][CH2:35][CH2:36][CH2:37][CH3:38].C(O[CH2:49][CH3:50])C, predict the reaction product. The product is: [CH2:2]([C:41]([OH:45])([CH2:18][CH2:17][CH2:16][CH2:15][CH2:14][CH2:13][CH2:12][CH2:11][CH2:10]/[CH:9]=[CH:8]\[CH2:7]/[CH:6]=[CH:5]\[CH2:4][CH2:3][CH2:2][CH2:49][CH3:50])[CH:40]([O:39][CH2:21][CH2:22][CH2:23][CH2:24][CH2:25][CH2:26][CH2:27][CH2:28]/[CH:29]=[CH:30]\[CH2:31]/[CH:32]=[CH:33]\[CH2:34][CH2:35][CH2:36][CH2:37][CH3:38])[CH2:44][CH2:43][OH:42])[CH2:3][CH2:4][CH2:5][CH2:6][CH2:7][CH2:8][CH2:9]/[CH:10]=[CH:11]\[CH2:12]/[CH:13]=[CH:14]\[CH2:15][CH2:16][CH2:17][CH2:18][CH3:19]. (5) Given the reactants [CH3:1][C:2]1([CH3:12])[CH:4](C2C=CC=CC=2C)[O:3]1.F[C:32]1[C:37](B([C:32]2[C:37](F)=[C:36](F)[C:35](F)=[C:34](F)[C:33]=2F)[C:32]2[C:37](F)=[C:36](F)[C:35](F)=[C:34](F)[C:33]=2F)=[C:36](F)[C:35](F)=[C:34](F)[C:33]=1F.[CH:47]1C=CC=CC=1, predict the reaction product. The product is: [CH3:1][C:2]([C:32]1[CH:33]=[CH:34][CH:35]=[CH:36][C:37]=1[CH3:47])([CH3:12])[CH:4]=[O:3]. (6) Given the reactants [NH2:1][C:2]1[C:7]([C:8]#[C:9][C:10]2[CH:11]=[C:12]([NH:16][C:17]([NH:19][C:20]3[CH:25]=[CH:24][C:23]([Cl:26])=[C:22]([C:27]([F:30])([F:29])[F:28])[CH:21]=3)=[O:18])[CH:13]=[CH:14][CH:15]=2)=[CH:6][C:5]([C:31]2[N:32]=[N:33][N:34]([CH2:36][CH2:37][CH2:38][O:39][Si](C(C)(C)C)(C)C)[N:35]=2)=[CH:4][N:3]=1.[F-].C([N+](CCCC)(CCCC)CCCC)CCC, predict the reaction product. The product is: [NH2:1][C:2]1[C:7]([C:8]#[C:9][C:10]2[CH:11]=[C:12]([NH:16][C:17]([NH:19][C:20]3[CH:25]=[CH:24][C:23]([Cl:26])=[C:22]([C:27]([F:30])([F:28])[F:29])[CH:21]=3)=[O:18])[CH:13]=[CH:14][CH:15]=2)=[CH:6][C:5]([C:31]2[N:32]=[N:33][N:34]([CH2:36][CH2:37][CH2:38][OH:39])[N:35]=2)=[CH:4][N:3]=1.